Dataset: Catalyst prediction with 721,799 reactions and 888 catalyst types from USPTO. Task: Predict which catalyst facilitates the given reaction. (1) Reactant: [C:1]([O:5][C:6]([NH:8][C@@H:9]([CH2:21][OH:22])[CH2:10][C:11]([O:13][CH2:14][C:15]1[CH:20]=[CH:19][CH:18]=[CH:17][CH:16]=1)=[O:12])=[O:7])([CH3:4])([CH3:3])[CH3:2].O[C:24]1[CH:25]=[C:26]([CH:29]=[CH:30][C:31]=1[I:32])[C:27]#[N:28].C1(P(C2C=CC=CC=2)C2C=CC=CC=2)C=CC=CC=1.CN(C)C(N=NC(N(C)C)=O)=O. Product: [C:1]([O:5][C:6]([NH:8][C@@H:9]([CH2:21][O:22][C:24]1[CH:25]=[C:26]([C:27]#[N:28])[CH:29]=[CH:30][C:31]=1[I:32])[CH2:10][C:11]([O:13][CH2:14][C:15]1[CH:16]=[CH:17][CH:18]=[CH:19][CH:20]=1)=[O:12])=[O:7])([CH3:3])([CH3:4])[CH3:2]. The catalyst class is: 11. (2) Reactant: [Cl:1][C:2]1[N:10]=[C:9]2[C:5]([N:6]([CH2:21][C@H:22]3[CH2:27][CH2:26][C@H:25]([CH3:28])[CH2:24][CH2:23]3)[C:7]([C:11]([C:13]3[CH:18]=[CH:17][CH:16]=[CH:15][C:14]=3[O:19][CH3:20])=[O:12])=[N:8]2)=[C:4]([C:29]2[CH:30]=[N:31][CH:32]=[C:33]([Cl:35])[CH:34]=2)[N:3]=1.[CH3:36][Mg]Br. Product: [Cl:1][C:2]1[N:10]=[C:9]2[C:5]([N:6]([CH2:21][C@H:22]3[CH2:23][CH2:24][C@H:25]([CH3:28])[CH2:26][CH2:27]3)[C:7]([C:11]([C:13]3[CH:18]=[CH:17][CH:16]=[CH:15][C:14]=3[O:19][CH3:20])([OH:12])[CH3:36])=[N:8]2)=[C:4]([C:29]2[CH:30]=[N:31][CH:32]=[C:33]([Cl:35])[CH:34]=2)[N:3]=1. The catalyst class is: 116.